From a dataset of Forward reaction prediction with 1.9M reactions from USPTO patents (1976-2016). Predict the product of the given reaction. (1) Given the reactants [Br:1][C:2]1[C:3]([CH:20]2[CH2:22][CH2:21]2)=[N:4][C:5]([CH2:18]Br)=[CH:6][C:7]=1[C:8]1[CH:9]=[N:10][C:11]([C:14]([F:17])([F:16])[F:15])=[N:12][CH:13]=1.[NH3:23], predict the reaction product. The product is: [Br:1][C:2]1[C:7]([C:8]2[CH:9]=[N:10][C:11]([C:14]([F:17])([F:16])[F:15])=[N:12][CH:13]=2)=[CH:6][C:5]([CH2:18][NH2:23])=[N:4][C:3]=1[CH:20]1[CH2:22][CH2:21]1. (2) Given the reactants [O:1]=[C:2]1[CH2:8][CH2:7][CH2:6][CH2:5][CH:4]([NH:9][C:10](=[O:16])[O:11][C:12]([CH3:15])([CH3:14])[CH3:13])[CH2:3]1.[BH4-].[Na+], predict the reaction product. The product is: [OH:1][CH:2]1[CH2:8][CH2:7][CH2:6][CH2:5][CH:4]([NH:9][C:10](=[O:16])[O:11][C:12]([CH3:14])([CH3:13])[CH3:15])[CH2:3]1. (3) Given the reactants NC1C=CC(C2C=CC(C(=O)CC(C)(C)C(OC)=O)=CC=2)=CC=1.BrC1SC=CN=1.[S:30]1[C:34]2C=CC=C[C:33]=2[N:32]=[C:31]1[NH:39][C:40]1[CH:45]=[CH:44][C:43]([C:46]2[CH:51]=[CH:50][C:49]([C:52](=[O:60])[CH2:53][C:54]([CH3:59])([CH3:58])[C:55]([OH:57])=[O:56])=[CH:48][CH:47]=2)=[CH:42][CH:41]=1, predict the reaction product. The product is: [CH3:58][C:54]([CH3:59])([CH2:53][C:52](=[O:60])[C:49]1[CH:48]=[CH:47][C:46]([C:43]2[CH:44]=[CH:45][C:40]([NH:39][C:31]3[S:30][CH:34]=[CH:33][N:32]=3)=[CH:41][CH:42]=2)=[CH:51][CH:50]=1)[C:55]([OH:57])=[O:56].